From a dataset of Reaction yield outcomes from USPTO patents with 853,638 reactions. Predict the reaction yield, written as a fraction of the theoretical maximum amount of product (1.0 means a 100% yield; for example, 0.34 means a 34% yield). (1) The reactants are [C:1]([O:5][C:6](=[O:24])[N:7]([CH2:17][C:18]1[CH:23]=[CH:22][CH:21]=[CH:20][CH:19]=1)[CH2:8][CH2:9][C:10]1[CH:15]=[CH:14][C:13]([OH:16])=[CH:12][CH:11]=1)([CH3:4])([CH3:3])[CH3:2].C([O-])([O-])=O.[K+].[K+].[Cl:31][C:32]1[CH:39]=[C:38](F)[CH:37]=[CH:36][C:33]=1[C:34]#[N:35].O. The catalyst is CN(C=O)C. The product is [C:1]([O:5][C:6](=[O:24])[N:7]([CH2:17][C:18]1[CH:23]=[CH:22][CH:21]=[CH:20][CH:19]=1)[CH2:8][CH2:9][C:10]1[CH:15]=[CH:14][C:13]([O:16][C:38]2[CH:37]=[CH:36][C:33]([C:34]#[N:35])=[C:32]([Cl:31])[CH:39]=2)=[CH:12][CH:11]=1)([CH3:4])([CH3:2])[CH3:3]. The yield is 0.950. (2) The catalyst is C(#N)C. The yield is 0.550. The product is [CH3:1][O:2][C:3](=[O:18])[C@@H:4]([N:13]1[CH:17]=[CH:16][CH:15]=[C:14]1[C:30](=[O:34])[CH2:31][CH2:32][CH3:33])[CH2:5][C:6]1[CH:11]=[CH:10][C:9]([O:12][C:26](=[O:28])[CH3:27])=[CH:8][CH:7]=1. The reactants are [CH3:1][O:2][C:3](=[O:18])[C@@H:4]([N:13]1[CH:17]=[CH:16][CH:15]=[CH:14]1)[CH2:5][C:6]1[CH:11]=[CH:10][C:9]([OH:12])=[CH:8][CH:7]=1.C(N(CC)CC)C.[C:26](Cl)(=[O:28])[CH3:27].[C:30](Cl)(=[O:34])[CH2:31][CH2:32][CH3:33].OS(C(F)(F)F)(=O)=O.[NH4+].[Cl-]. (3) The reactants are [Si]([O:8][C:9]1[CH:10]=[C:11]2[C:15](=[CH:16][CH:17]=1)[N:14]([CH:18]1[CH2:23][CH2:22][CH2:21][CH2:20][O:19]1)[N:13]=[C:12]2[CH:24]=[O:25])(C(C)(C)C)(C)C.CCCC[N+](CCCC)(CCCC)CCCC.[F-]. The catalyst is C1COCC1.O. The product is [OH:8][C:9]1[CH:10]=[C:11]2[C:15](=[CH:16][CH:17]=1)[N:14]([CH:18]1[CH2:23][CH2:22][CH2:21][CH2:20][O:19]1)[N:13]=[C:12]2[CH:24]=[O:25]. The yield is 0.980. (4) The reactants are Br[CH:2]1[CH:7](O)[CH:6]=[C:5]([C:9]2[CH:14]=[CH:13][N:12]=[CH:11][C:10]=2[N+:15]([O-:17])=[O:16])[CH2:4][CH:3]1[CH3:18].CC(C)([O-:22])C.[K+].[Cl-].[NH4+].[N-:27]=[N+:28]=[N-:29].[Na+]. The catalyst is C1COCC1.O. The product is [N:27]([CH:7]1[CH:6]=[C:5]([C:9]2[CH:14]=[CH:13][N:12]=[CH:11][C:10]=2[N+:15]([O-:17])=[O:16])[CH2:4][CH:3]([CH3:18])[CH:2]1[OH:22])=[N+:28]=[N-:29]. The yield is 0.550.